This data is from NCI-60 drug combinations with 297,098 pairs across 59 cell lines. The task is: Regression. Given two drug SMILES strings and cell line genomic features, predict the synergy score measuring deviation from expected non-interaction effect. (1) Drug 1: C1=CC(=CC=C1CCC2=CNC3=C2C(=O)NC(=N3)N)C(=O)NC(CCC(=O)O)C(=O)O. Drug 2: CS(=O)(=O)OCCCCOS(=O)(=O)C. Cell line: NCI/ADR-RES. Synergy scores: CSS=13.7, Synergy_ZIP=-5.43, Synergy_Bliss=-3.52, Synergy_Loewe=-11.2, Synergy_HSA=-2.63. (2) Drug 1: COC1=CC(=CC(=C1O)OC)C2C3C(COC3=O)C(C4=CC5=C(C=C24)OCO5)OC6C(C(C7C(O6)COC(O7)C8=CC=CS8)O)O. Drug 2: C1=CC=C(C=C1)NC(=O)CCCCCCC(=O)NO. Cell line: M14. Synergy scores: CSS=46.8, Synergy_ZIP=2.25, Synergy_Bliss=3.46, Synergy_Loewe=1.65, Synergy_HSA=2.45. (3) Drug 1: C1=C(C(=O)NC(=O)N1)F. Drug 2: C1CNP(=O)(OC1)N(CCCl)CCCl. Cell line: U251. Synergy scores: CSS=32.3, Synergy_ZIP=-1.73, Synergy_Bliss=-5.26, Synergy_Loewe=-24.6, Synergy_HSA=-6.64. (4) Drug 1: CC1=CC2C(CCC3(C2CCC3(C(=O)C)OC(=O)C)C)C4(C1=CC(=O)CC4)C. Drug 2: C1=NNC2=C1C(=O)NC=N2. Cell line: OVCAR-5. Synergy scores: CSS=-4.71, Synergy_ZIP=1.87, Synergy_Bliss=-0.860, Synergy_Loewe=-5.15, Synergy_HSA=-4.95. (5) Drug 1: CN(C)N=NC1=C(NC=N1)C(=O)N. Drug 2: CC=C1C(=O)NC(C(=O)OC2CC(=O)NC(C(=O)NC(CSSCCC=C2)C(=O)N1)C(C)C)C(C)C. Cell line: HL-60(TB). Synergy scores: CSS=48.6, Synergy_ZIP=-6.08, Synergy_Bliss=-16.9, Synergy_Loewe=-50.4, Synergy_HSA=-13.9.